Dataset: Reaction yield outcomes from USPTO patents with 853,638 reactions. Task: Predict the reaction yield, written as a fraction of the theoretical maximum amount of product (1.0 means a 100% yield; for example, 0.34 means a 34% yield). (1) The reactants are Cl.[O:2]([C:9]1[CH:14]=[CH:13][C:12]([N:15]2[CH2:20][CH2:19][NH:18][CH2:17][CH2:16]2)=[CH:11][CH:10]=1)[C:3]1[CH:8]=[CH:7][CH:6]=[CH:5][CH:4]=1.[CH3:21][O:22][C:23](=[O:28])[CH2:24][CH2:25][CH2:26]Br. No catalyst specified. The product is [CH3:21][O:22][C:23](=[O:28])[CH2:24][CH2:25][CH2:26][N:18]1[CH2:19][CH2:20][N:15]([C:12]2[CH:13]=[CH:14][C:9]([O:2][C:3]3[CH:4]=[CH:5][CH:6]=[CH:7][CH:8]=3)=[CH:10][CH:11]=2)[CH2:16][CH2:17]1. The yield is 0.326. (2) The reactants are [C:1]([O:5][C:6]([N:8]1[CH2:13][CH2:12][CH:11]([O:14][C:15]2[C:24]([C:25]([O:27]C)=[O:26])=[CH:23][C:22]([N+:29]([O-:31])=[O:30])=[CH:21][C:16]=2[C:17]([O:19]C)=[O:18])[CH2:10][CH2:9]1)=[O:7])([CH3:4])([CH3:3])[CH3:2]. The catalyst is Cl. The product is [C:1]([O:5][C:6]([N:8]1[CH2:9][CH2:10][CH:11]([O:14][C:15]2[C:24]([C:25]([OH:27])=[O:26])=[CH:23][C:22]([N+:29]([O-:31])=[O:30])=[CH:21][C:16]=2[C:17]([OH:19])=[O:18])[CH2:12][CH2:13]1)=[O:7])([CH3:4])([CH3:2])[CH3:3]. The yield is 0.400. (3) The reactants are [Cl-:1].[NH3+:2][CH2:3][CH2:4][CH2:5][CH2:6][C:7]([C:9]1[CH:10]=[NH+:11][CH:12]=[CH:13][CH:14]=1)=O.[Cl-].[CH:16]([C:18]1[O:22][C:21]([C:23]2[CH:27]=[CH:26][S:25][C:24]=2[C:28]([O:30][CH3:31])=[O:29])=[CH:20][CH:19]=1)=O.Cl. The catalyst is C(O)(C)C. The product is [ClH:1].[ClH:1].[N:11]1[CH:12]=[CH:13][CH:14]=[C:9]([C:7]2[C:6](=[CH:16][C:18]3[O:22][C:21]([C:23]4[CH:27]=[CH:26][S:25][C:24]=4[C:28]([O:30][CH3:31])=[O:29])=[CH:20][CH:19]=3)[CH2:5][CH2:4][CH2:3][N:2]=2)[CH:10]=1. The yield is 0.480.